Dataset: Peptide-MHC class I binding affinity with 185,985 pairs from IEDB/IMGT. Task: Regression. Given a peptide amino acid sequence and an MHC pseudo amino acid sequence, predict their binding affinity value. This is MHC class I binding data. (1) The peptide sequence is VAAKGAPAL. The MHC is HLA-A03:01 with pseudo-sequence HLA-A03:01. The binding affinity (normalized) is 0.0847. (2) The peptide sequence is TPTGTVMDII. The MHC is HLA-B07:02 with pseudo-sequence HLA-B07:02. The binding affinity (normalized) is 0.502. (3) The peptide sequence is HAEIESATL. The MHC is HLA-A80:01 with pseudo-sequence HLA-A80:01. The binding affinity (normalized) is 0.0847. (4) The peptide sequence is TLGIVCPIC. The MHC is HLA-A02:01 with pseudo-sequence HLA-A02:01. The binding affinity (normalized) is 0.573. (5) The peptide sequence is GGIGRFYI. The MHC is H-2-Kb with pseudo-sequence H-2-Kb. The binding affinity (normalized) is 0.0735. (6) The peptide sequence is AGYEQFEFRV. The MHC is H-2-Kb with pseudo-sequence H-2-Kb. The binding affinity (normalized) is 0.434. (7) The binding affinity (normalized) is 0. The peptide sequence is HTSGPSVMA. The MHC is HLA-A02:01 with pseudo-sequence HLA-A02:01.